This data is from Forward reaction prediction with 1.9M reactions from USPTO patents (1976-2016). The task is: Predict the product of the given reaction. Given the reactants [F:1][C:2]1[CH:27]=[CH:26][CH:25]=[C:24]([F:28])[C:3]=1[C:4]([NH:6][C:7](=[O:23])[N:8]([C:10]1[CH:15]=[C:14]([F:16])[C:13]([S:17][C:18]([F:21])([F:20])[F:19])=[CH:12][C:11]=1[F:22])[CH3:9])=[O:5].[H-].[Na+].[CH3:31]I.[Cl-].[NH4+], predict the reaction product. The product is: [F:1][C:2]1[CH:27]=[CH:26][CH:25]=[C:24]([F:28])[C:3]=1[C:4]([N:6]([CH3:31])[C:7]([N:8]([C:10]1[CH:15]=[C:14]([F:16])[C:13]([S:17][C:18]([F:20])([F:21])[F:19])=[CH:12][C:11]=1[F:22])[CH3:9])=[O:23])=[O:5].